Dataset: Peptide-MHC class II binding affinity with 134,281 pairs from IEDB. Task: Regression. Given a peptide amino acid sequence and an MHC pseudo amino acid sequence, predict their binding affinity value. This is MHC class II binding data. (1) The peptide sequence is LGHRDALEDDLLNRN. The MHC is DRB1_0301 with pseudo-sequence DRB1_0301. The binding affinity (normalized) is 0.405. (2) The binding affinity (normalized) is 0.164. The MHC is HLA-DQA10201-DQB10202 with pseudo-sequence HLA-DQA10201-DQB10202. The peptide sequence is AAAAAYEAAFAATVP. (3) The binding affinity (normalized) is 0.313. The MHC is HLA-DQA10104-DQB10503 with pseudo-sequence HLA-DQA10104-DQB10503. The peptide sequence is IRDKVQKEYALFYKLDVV. (4) The peptide sequence is YALFYKLDVVPIDNDNTSY. The MHC is DRB1_0101 with pseudo-sequence DRB1_0101. The binding affinity (normalized) is 0.919. (5) The peptide sequence is FRELVRNCDLPVWLS. The MHC is HLA-DQA10501-DQB10303 with pseudo-sequence HLA-DQA10501-DQB10303. The binding affinity (normalized) is 0.314. (6) The MHC is HLA-DQA10501-DQB10201 with pseudo-sequence HLA-DQA10501-DQB10201. The binding affinity (normalized) is 0.202. The peptide sequence is PATLIKAIDGDTVKLMYKGQ. (7) The peptide sequence is AFKVAATAANAIPAN. The MHC is HLA-DPA10201-DPB11401 with pseudo-sequence HLA-DPA10201-DPB11401. The binding affinity (normalized) is 0.796.